This data is from Full USPTO retrosynthesis dataset with 1.9M reactions from patents (1976-2016). The task is: Predict the reactants needed to synthesize the given product. (1) Given the product [Br:8][C:6]1[CH:7]=[C:2]([Br:1])[C:3]([O:12][CH2:22][O:23][CH3:24])=[CH:4][C:5]=1[CH:9]([CH3:10])[CH3:11], predict the reactants needed to synthesize it. The reactants are: [Br:1][C:2]1[CH:7]=[C:6]([Br:8])[C:5]([CH:9]([CH3:11])[CH3:10])=[CH:4][C:3]=1[OH:12].C(N(CC)C(C)C)(C)C.[CH3:22][O:23][CH2:24]Cl.[OH-].[Na+]. (2) The reactants are: [OH:1][C@H:2]1[CH2:6][N:5]([C:7]([O:9][C:10]([CH3:13])([CH3:12])[CH3:11])=[O:8])[C@H:4]([C:14]([OH:16])=[O:15])[CH2:3]1.[C:17](O[K])(C)(C)C.[Br:23][C:24]1[CH:33]=[C:32]2[C:27]([CH:28]=[CH:29][N:30]=[C:31]2Cl)=[CH:26][CH:25]=1.C[Si](C=[N+]=[N-])(C)C. Given the product [Br:23][C:24]1[CH:33]=[C:32]2[C:27]([CH:28]=[CH:29][N:30]=[C:31]2[O:1][C@H:2]2[CH2:6][N:5]([C:7]([O:9][C:10]([CH3:11])([CH3:12])[CH3:13])=[O:8])[C@H:4]([C:14]([O:16][CH3:17])=[O:15])[CH2:3]2)=[CH:26][CH:25]=1, predict the reactants needed to synthesize it. (3) Given the product [C:25]([C@@H:23]([C@H:21]([C:20]([OH:29])=[O:28])[OH:22])[OH:24])([OH:27])=[O:26].[F:1][C:2]([F:18])([F:19])[C:3]1[CH:4]=[C:5]([CH:10]([NH:13][C:14]([CH3:15])([CH3:17])[CH3:16])[CH2:11][OH:12])[CH:6]=[CH:7][C:8]=1[NH2:9], predict the reactants needed to synthesize it. The reactants are: [F:1][C:2]([F:19])([F:18])[C:3]1[CH:4]=[C:5]([CH:10]([NH:13][C:14]([CH3:17])([CH3:16])[CH3:15])[CH2:11][OH:12])[CH:6]=[CH:7][C:8]=1[NH2:9].[C:20]([OH:29])(=[O:28])[C@@H:21]([C@H:23]([C:25]([OH:27])=[O:26])[OH:24])[OH:22]. (4) The reactants are: C([O:3][C:4](=[O:25])[C@@H:5]([O:22][CH2:23][CH3:24])[CH2:6][C:7]1[CH:12]=[CH:11][C:10]([O:13][CH2:14][C:15]2[S:16][C:17](Br)=[CH:18][C:19]=2[CH3:20])=[CH:9][CH:8]=1)C.[CH3:26][O:27][CH2:28][C:29]1[CH:33]=[C:32]([C:34]2[CH:39]=[CH:38][C:37](B3OC(C)(C)C(C)(C)O3)=[CH:36][CH:35]=2)[O:31][N:30]=1. Given the product [CH2:23]([O:22][C@@H:5]([CH2:6][C:7]1[CH:8]=[CH:9][C:10]([O:13][CH2:14][C:15]2[S:16][C:17]([C:37]3[CH:36]=[CH:35][C:34]([C:32]4[O:31][N:30]=[C:29]([CH2:28][O:27][CH3:26])[CH:33]=4)=[CH:39][CH:38]=3)=[CH:18][C:19]=2[CH3:20])=[CH:11][CH:12]=1)[C:4]([OH:3])=[O:25])[CH3:24], predict the reactants needed to synthesize it. (5) Given the product [CH2:28]([O:35][C:36]1[CH:41]=[C:40]([O:42][S:43]([C:46]2[CH:47]=[CH:48][C:49]([CH3:52])=[CH:50][CH:51]=2)(=[O:45])=[O:44])[CH:39]=[CH:38][C:37]=1[C:2]1[NH:3][C:4]2[C:9]([C:10]=1[C@@H:11]1[CH2:16][CH2:15][CH2:14][CH2:13][C@H:12]1[F:17])=[CH:8][CH:7]=[C:6]([C:18]([O:20][CH3:21])=[O:19])[CH:5]=2)[C:29]1[CH:30]=[CH:31][CH:32]=[CH:33][CH:34]=1, predict the reactants needed to synthesize it. The reactants are: Br[C:2]1[NH:3][C:4]2[C:9]([C:10]=1[C@@H:11]1[CH2:16][CH2:15][CH2:14][CH2:13][C@H:12]1[F:17])=[CH:8][CH:7]=[C:6]([C:18]([O:20][CH3:21])=[O:19])[CH:5]=2.C([O-])([O-])=O.[Na+].[Na+].[CH2:28]([O:35][C:36]1[CH:41]=[C:40]([O:42][S:43]([C:46]2[CH:51]=[CH:50][C:49]([CH3:52])=[CH:48][CH:47]=2)(=[O:45])=[O:44])[CH:39]=[CH:38][C:37]=1B(O)O)[C:29]1[CH:34]=[CH:33][CH:32]=[CH:31][CH:30]=1. (6) The reactants are: [Cl:1][C:2]1[CH:12]=[CH:11][C:5](/[CH:6]=[CH:7]/[C:8]([OH:10])=O)=[CH:4][C:3]=1[N+:13]([O-:15])=[O:14].[C:16]([N:19]1[CH2:24][CH2:23][NH:22][CH2:21][CH2:20]1)(=[O:18])[CH3:17].CCN=C=NCCCN(C)C. Given the product [Cl:1][C:2]1[CH:12]=[CH:11][C:5](/[CH:6]=[CH:7]/[C:8]([N:22]2[CH2:23][CH2:24][N:19]([C:16](=[O:18])[CH3:17])[CH2:20][CH2:21]2)=[O:10])=[CH:4][C:3]=1[N+:13]([O-:15])=[O:14], predict the reactants needed to synthesize it.